From a dataset of Reaction yield outcomes from USPTO patents with 853,638 reactions. Predict the reaction yield, written as a fraction of the theoretical maximum amount of product (1.0 means a 100% yield; for example, 0.34 means a 34% yield). (1) The product is [CH3:23][N:22]([CH3:24])[CH2:21][CH2:20][O:19][C:17]1[N:18]=[C:13]([CH:27]=[O:28])[CH:14]=[CH:15][CH:16]=1. The reactants are [Li]CCCC.CCCCCC.Br[C:13]1[N:18]=[C:17]([O:19][CH2:20][CH2:21][N:22]([CH3:24])[CH3:23])[CH:16]=[CH:15][CH:14]=1.C1C[O:28][CH2:27]C1. The yield is 0.990. No catalyst specified. (2) The reactants are [NH2:1][C:2]1[N:6]([C:7]2[CH:12]=[CH:11][N:10]=[C:9]([O:13][CH2:14][CH2:15][OH:16])[CH:8]=2)[N:5]=[C:4]([C:17]([CH3:20])([CH3:19])[CH3:18])[CH:3]=1.[OH-].[Na+].Cl[C:24]([O:26][CH2:27][C:28]([Cl:31])([Cl:30])[Cl:29])=[O:25]. The catalyst is CCOC(C)=O. The product is [Cl:29][C:28]([Cl:31])([Cl:30])[CH2:27][O:26][C:24](=[O:25])[NH:1][C:2]1[N:6]([C:7]2[CH:12]=[CH:11][N:10]=[C:9]([O:13][CH2:14][CH2:15][OH:16])[CH:8]=2)[N:5]=[C:4]([C:17]([CH3:20])([CH3:19])[CH3:18])[CH:3]=1. The yield is 0.330. (3) The reactants are Br[Zn][CH2:3][C:4]([O:6][CH2:7][CH3:8])=[O:5].[C:9]1(=[O:15])[CH2:14][CH2:13][CH2:12][CH:11]=[CH:10]1.Cl.C(OCC)(=O)C. The catalyst is C1COCC1. The product is [OH:15][C:9]1([CH2:3][C:4]([O:6][CH2:7][CH3:8])=[O:5])[CH2:14][CH2:13][CH2:12][CH:11]=[CH:10]1. The yield is 0.940. (4) The reactants are [CH2:1]([NH:5][C:6](=[O:14])[CH:7](CCCCO)Cl)[CH2:2][CH2:3][CH3:4].[CH3:15][O:16][C:17]1[CH:22]=[CH:21][C:20]([C@@H:23]2[C@H:27]([C:28]([O:30][CH2:31][CH3:32])=[O:29])[C@@H:26]([C:33]3[CH:41]=[CH:40][C:36]4[O:37][CH2:38][O:39][C:35]=4[CH:34]=3)[CH2:25][NH:24]2)=[CH:19][CH:18]=1.C(O)(=O)[C@H:43]([C:45]1[CH:50]=[CH:49]C=CC=1)[OH:44].COC1C=CC([C@H]2[C@H](C(OCC)=O)[C@@H](C3C=CC4OCOC=4C=3)CN2)=CC=1.C(N(CC)C(C)C)(C)C. The catalyst is O.CS(C)=O. The product is [CH3:15][O:16][C:17]1[CH:22]=[CH:21][C:20]([C@@H:23]2[C@H:27]([C:28]([O:30][CH2:31][CH3:32])=[O:29])[C@@H:26]([C:33]3[CH:41]=[CH:40][C:36]4[O:37][CH2:38][O:39][C:35]=4[CH:34]=3)[CH2:25][N:24]2[CH2:7][C:6]([N:5]([CH2:1][CH2:2][CH2:3][CH3:4])[CH2:49][CH2:50][CH2:45][CH2:43][OH:44])=[O:14])=[CH:19][CH:18]=1. The yield is 0.790. (5) The reactants are [F:1][C:2]1[CH:7]=[C:6]([N+:8]([O-])=O)[CH:5]=[CH:4][C:3]=1[O:11][CH2:12][CH2:13][O:14][CH3:15]. The yield is 0.939. The catalyst is C(O)C.[H][H].[Pd]. The product is [F:1][C:2]1[CH:7]=[C:6]([CH:5]=[CH:4][C:3]=1[O:11][CH2:12][CH2:13][O:14][CH3:15])[NH2:8]. (6) The yield is 0.380. The catalyst is C1COCC1.[Ni]. The reactants are [CH3:1][C:2]1[C:7]([N+:8]([O-])=O)=[C:6]([N:11]2[CH2:15][CH2:14][CH2:13][CH2:12]2)[N:5]=[C:4]([N:16]2[CH2:25][CH2:24][C:23]3[N:22]=[CH:21][CH:20]=[CH:19][C:18]=3[CH2:17]2)[CH:3]=1.O.NN.[F:29][C:30]1[CH:31]=[C:32]([CH2:37][C:38](Cl)=[O:39])[CH:33]=[C:34]([F:36])[CH:35]=1. The product is [F:29][C:30]1[CH:31]=[C:32]([CH2:37][C:38]([NH:8][C:7]2[C:6]([N:11]3[CH2:12][CH2:13][CH2:14][CH2:15]3)=[N:5][C:4]([N:16]3[CH2:25][CH2:24][C:23]4[N:22]=[CH:21][CH:20]=[CH:19][C:18]=4[CH2:17]3)=[CH:3][C:2]=2[CH3:1])=[O:39])[CH:33]=[C:34]([F:36])[CH:35]=1. (7) The reactants are [C:1]([C:3]1[O:4][C:5]2[CH:11]=[CH:10][C:9]([C:12]([O:14]C)=[O:13])=[CH:8][C:6]=2[CH:7]=1)#[N:2].C[OH:17]. The catalyst is O. The product is [NH2:2][C:1]([C:3]1[O:4][C:5]2[CH:11]=[CH:10][C:9]([C:12]([OH:14])=[O:13])=[CH:8][C:6]=2[CH:7]=1)=[O:17]. The yield is 0.970. (8) The reactants are [CH2:1]([C:4]1[CH:5]=[N:6][C:7]([N:10]2[CH2:14][C@H:13]([S:15][C:16]([C:29]3[CH:34]=[CH:33][CH:32]=[CH:31][CH:30]=3)([C:23]3[CH:28]=[CH:27][CH:26]=[CH:25][CH:24]=3)[C:17]3[CH:22]=[CH:21][CH:20]=[CH:19][CH:18]=3)[CH2:12][C@H:11]2[CH2:35]O)=[N:8][CH:9]=1)[CH2:2][CH3:3].C1(P(C2C=CC=CC=2)C2C=CC=CC=2)C=CC=CC=1.[C:56]1(=[O:66])[NH:60][C:59](=[O:61])[C:58]2=[CH:62][CH:63]=[CH:64][CH:65]=[C:57]12.CCOC(/N=N/C(OCC)=O)=O. The catalyst is C1COCC1.O. The product is [CH2:1]([C:4]1[CH:5]=[N:6][C:7]([N:10]2[CH2:14][C@H:13]([S:15][C:16]([C:29]3[CH:34]=[CH:33][CH:32]=[CH:31][CH:30]=3)([C:23]3[CH:24]=[CH:25][CH:26]=[CH:27][CH:28]=3)[C:17]3[CH:22]=[CH:21][CH:20]=[CH:19][CH:18]=3)[CH2:12][C@H:11]2[CH2:35][N:60]2[C:56](=[O:66])[C:57]3[C:58](=[CH:62][CH:63]=[CH:64][CH:65]=3)[C:59]2=[O:61])=[N:8][CH:9]=1)[CH2:2][CH3:3]. The yield is 0.950. (9) The reactants are [CH3:1][O:2][C:3]([C:5]1[CH:10]=[CH:9][C:8]([C:11]2[C:12]([CH3:49])([CH3:48])[C@H:13]3[C@:26]([CH3:29])([CH2:27][CH:28]=2)[C@@H:25]2[C@:16]([CH3:47])([C@@:17]4([CH3:46])[C@H:22]([CH2:23][CH2:24]2)[C@H:21]2[C@H:30]([C:33]([CH3:35])=[CH2:34])[CH2:31][CH2:32][C@:20]2([C:36]([O:38]CC2C=CC=CC=2)=[O:37])[CH2:19][CH2:18]4)[CH2:15][CH2:14]3)=[CH:7][CH:6]=1)=[O:4].C(N(CC)CC)C.[C:57]([SiH:61]([CH3:63])[CH3:62])([CH3:60])([CH3:59])[CH3:58]. The catalyst is ClC(Cl)C.C([O-])(=O)C.[Pd+2].C([O-])(=O)C. The product is [CH3:1][O:2][C:3]([C:5]1[CH:10]=[CH:9][C:8]([C:11]2[C:12]([CH3:49])([CH3:48])[C@H:13]3[C@:26]([CH3:29])([CH2:27][CH:28]=2)[C@@H:25]2[C@:16]([CH3:47])([C@@:17]4([CH3:46])[C@H:22]([CH2:23][CH2:24]2)[C@H:21]2[C@H:30]([C:33]([CH3:35])=[CH2:34])[CH2:31][CH2:32][C@:20]2([C:36]([O:38][Si:61]([C:57]([CH3:60])([CH3:59])[CH3:58])([CH3:63])[CH3:62])=[O:37])[CH2:19][CH2:18]4)[CH2:15][CH2:14]3)=[CH:7][CH:6]=1)=[O:4]. The yield is 0.910.